This data is from Forward reaction prediction with 1.9M reactions from USPTO patents (1976-2016). The task is: Predict the product of the given reaction. (1) Given the reactants C(OC([NH:11][CH2:12][CH2:13][CH2:14][C@@H:15]([C:24]([OH:26])=O)[NH:16]C(OC(C)(C)C)=O)=O)C1C=CC=CC=1.[CH3:27][CH:28]([S:30]([Cl:33])(=[O:32])=[O:31])[CH3:29].[NH:34]1[CH2:38][CH2:37][CH2:36][CH2:35]1, predict the reaction product. The product is: [ClH:33].[NH2:16][C@H:15]([C:24](=[O:26])[N:34]1[CH2:38][CH2:37][CH2:36][CH2:35]1)[CH2:14][CH2:13][CH2:12][NH:11][S:30]([CH:28]([CH3:29])[CH3:27])(=[O:32])=[O:31]. (2) Given the reactants COC=CC1(C2[C:18]3[C:23]([C:18]4[CH:19]=[CH:20][CH:21]=[CH:22][C:23]=4C=2)=[CH:22][CH:21]=[CH:20][CH:19]=3)C=CC=CC1.C(=O)([O-])[O-].[K+].[K+], predict the reaction product. The product is: [CH:23]1[C:18]2[C:23]3[C:18]([C:23]4[C:18]([C:19]=2[CH:20]=[CH:21][CH:22]=1)=[CH:19][CH:20]=[CH:21][CH:22]=4)=[CH:19][CH:20]=[C:21]1[C:22]=3[CH:23]=[CH:18][CH:19]=[CH:20]1. (3) Given the reactants [Cl:1][C:2]1[CH:9]=[C:8]([F:10])[CH:7]=[CH:6][C:3]=1[CH:4]=O.[CH3:11][O:12][CH:13]([O:16][CH3:17])[CH2:14][NH2:15].O.[BH4-].[Na+], predict the reaction product. The product is: [Cl:1][C:2]1[CH:9]=[C:8]([F:10])[CH:7]=[CH:6][C:3]=1[CH2:4][NH:15][CH2:14][CH:13]([O:16][CH3:17])[O:12][CH3:11]. (4) Given the reactants [CH2:1]1[C:4]2([CH2:7][CH:6]([O:8][C:9]3[C:14]([N:15]4[CH2:20][CH2:19][O:18][CH2:17][CH2:16]4)=[CH:13][C:12](Br)=[CH:11][N:10]=3)[CH2:5]2)[CH2:3][O:2]1.[CH3:22][C:23]1[N:28]=[CH:27][C:26]([NH2:29])=[CH:25][C:24]=1B1OC(C)(C)C(C)(C)O1.C(=O)([O-])[O-].[Na+].[Na+], predict the reaction product. The product is: [CH2:1]1[C:4]2([CH2:7][CH:6]([O:8][C:9]3[N:10]=[CH:11][C:12]([C:24]4[C:23]([CH3:22])=[N:28][CH:27]=[C:26]([NH2:29])[CH:25]=4)=[CH:13][C:14]=3[N:15]3[CH2:20][CH2:19][O:18][CH2:17][CH2:16]3)[CH2:5]2)[CH2:3][O:2]1. (5) Given the reactants [CH3:1][C:2]1[CH:7]=[C:6]([N:8]2[CH2:12][CH2:11][CH:10]([N:13]3[CH2:17][CH2:16][CH2:15][CH:14]3[CH3:18])[CH2:9]2)[CH:5]=[CH:4][C:3]=1[NH2:19].[CH:20]([C:23]1[CH:31]=[CH:30][C:26]([C:27](O)=[O:28])=[CH:25][C:24]=1[S:32](=[O:35])(=[O:34])[NH2:33])([CH3:22])[CH3:21], predict the reaction product. The product is: [CH:20]([C:23]1[CH:31]=[CH:30][C:26]([C:27]([NH:19][C:3]2[CH:4]=[CH:5][C:6]([N:8]3[CH2:12][CH2:11][CH:10]([N:13]4[CH2:17][CH2:16][CH2:15][CH:14]4[CH3:18])[CH2:9]3)=[CH:7][C:2]=2[CH3:1])=[O:28])=[CH:25][C:24]=1[S:32](=[O:35])(=[O:34])[NH2:33])([CH3:22])[CH3:21]. (6) Given the reactants C([O:8][C:9]([C@@H:11]1[CH2:16][C@@H:15]2[C@@H:13]([CH2:14]2)[N:12]1[C:17](=[O:31])[CH2:18][N:19]1[C:27]2[C:22](=[CH:23][CH:24]=[CH:25][CH:26]=2)[C:21]([C:28](=[O:30])[NH2:29])=[N:20]1)=[O:10])C1C=CC=CC=1, predict the reaction product. The product is: [C:28]([C:21]1[C:22]2[C:27](=[CH:26][CH:25]=[CH:24][CH:23]=2)[N:19]([CH2:18][C:17]([N:12]2[C@H:11]([C:9]([OH:10])=[O:8])[CH2:16][C@@H:15]3[C@H:13]2[CH2:14]3)=[O:31])[N:20]=1)(=[O:30])[NH2:29].